Dataset: Reaction yield outcomes from USPTO patents with 853,638 reactions. Task: Predict the reaction yield, written as a fraction of the theoretical maximum amount of product (1.0 means a 100% yield; for example, 0.34 means a 34% yield). (1) The reactants are [C:1]1([C:7]2([C:10]([OH:12])=O)[CH2:9][CH2:8]2)[CH:6]=[CH:5][CH:4]=[CH:3][CH:2]=1.Cl.[CH3:14][C:15]1[C:19]([CH2:20][N:21]2[CH:25]=[C:24]([NH2:26])[CH:23]=[N:22]2)=[C:18]([CH3:27])[O:17][N:16]=1. No catalyst specified. The product is [CH3:14][C:15]1[C:19]([CH2:20][N:21]2[CH:25]=[C:24]([NH:26][C:10]([C:7]3([C:1]4[CH:2]=[CH:3][CH:4]=[CH:5][CH:6]=4)[CH2:8][CH2:9]3)=[O:12])[CH:23]=[N:22]2)=[C:18]([CH3:27])[O:17][N:16]=1. The yield is 0.0600. (2) The reactants are Cl[C:2]1[CH:7]=[C:6]([Cl:8])[N:5]=[CH:4][N:3]=1.[CH3:9][NH2:10].C1COCC1.CCOC(C)=O. The catalyst is CC(O)C. The product is [Cl:8][C:6]1[N:5]=[CH:4][N:3]=[C:2]([NH:10][CH3:9])[CH:7]=1. The yield is 0.620.